From a dataset of Catalyst prediction with 721,799 reactions and 888 catalyst types from USPTO. Predict which catalyst facilitates the given reaction. (1) Reactant: [F:1][C:2]1[CH:7]=[CH:6][C:5]([C:8]2[CH:9]=[C:10]3[C:15](=[CH:16][CH:17]=2)[NH:14][CH:13]([C:18]([F:21])([F:20])[F:19])[C:12]([C:22]([O:24]CC)=[O:23])=[CH:11]3)=[CH:4][CH:3]=1.[OH-].[Li+].Cl.C(OCC)C. Product: [F:1][C:2]1[CH:3]=[CH:4][C:5]([C:8]2[CH:9]=[C:10]3[C:15](=[CH:16][CH:17]=2)[NH:14][CH:13]([C:18]([F:20])([F:21])[F:19])[C:12]([C:22]([OH:24])=[O:23])=[CH:11]3)=[CH:6][CH:7]=1. The catalyst class is: 364. (2) Reactant: C(OC([NH:8][C@@H:9]([CH2:11][O:12][C:13]1[CH:18]=[CH:17][CH:16]=[CH:15][CH:14]=1)[CH3:10])=O)(C)(C)C.FC(F)(F)C(O)=O. Product: [CH3:10][C@@H:9]([NH2:8])[CH2:11][O:12][C:13]1[CH:18]=[CH:17][CH:16]=[CH:15][CH:14]=1. The catalyst class is: 2. (3) Reactant: F[C:2]1[CH:7]=[C:6]([F:8])[CH:5]=[CH:4][C:3]=1[C:9]1[CH:14]=[CH:13][CH:12]=[CH:11][C:10]=1[CH:15]([NH:17][S:18]([C:21]1[CH:26]=[CH:25][C:24]([O:27][CH3:28])=[CH:23][CH:22]=1)(=[O:20])=[O:19])[CH3:16].C(=O)([O-])[O-].[K+].[K+].O. Product: [F:8][C:6]1[CH:7]=[CH:2][C:3]2[C:9]3[C:10]([CH:15]([CH3:16])[N:17]([S:18]([C:21]4[CH:22]=[CH:23][C:24]([O:27][CH3:28])=[CH:25][CH:26]=4)(=[O:19])=[O:20])[C:4]=2[CH:5]=1)=[CH:11][CH:12]=[CH:13][CH:14]=3. The catalyst class is: 9. (4) Reactant: [CH3:1][O:2][C:3](=[O:40])[CH2:4][CH2:5][C:6]1[CH:11]=[CH:10][C:9]([C:12]([CH2:37][CH3:38])([C:15]2[CH:20]=[CH:19][C:18]([C:21]#[C:22][C:23]([O:32]COC)([C:28]([F:31])([F:30])[F:29])[C:24]([F:27])([F:26])[F:25])=[C:17]([CH3:36])[CH:16]=2)[CH2:13][CH3:14])=[CH:8][C:7]=1[CH3:39].C(Br)(Br)(Br)Br. Product: [CH3:1][O:2][C:3](=[O:40])[CH2:4][CH2:5][C:6]1[CH:11]=[CH:10][C:9]([C:12]([CH2:13][CH3:14])([C:15]2[CH:20]=[CH:19][C:18]([C:21]#[C:22][C:23]([OH:32])([C:28]([F:30])([F:29])[F:31])[C:24]([F:27])([F:26])[F:25])=[C:17]([CH3:36])[CH:16]=2)[CH2:37][CH3:38])=[CH:8][C:7]=1[CH3:39]. The catalyst class is: 41. (5) Reactant: Br[C:2]1[S:3][CH:4]=[C:5]([C:7]2[CH:12]=[CH:11][CH:10]=[C:9]([CH3:13])[CH:8]=2)[N:6]=1.[N:14]1([C:20]([O:22][C:23]([CH3:26])([CH3:25])[CH3:24])=[O:21])[CH2:19][CH2:18][NH:17][CH2:16][CH2:15]1.C(=O)([O-])[O-].[K+].[K+].O. Product: [CH3:13][C:9]1[CH:8]=[C:7]([C:5]2[N:6]=[C:2]([N:17]3[CH2:16][CH2:15][N:14]([C:20]([O:22][C:23]([CH3:26])([CH3:25])[CH3:24])=[O:21])[CH2:19][CH2:18]3)[S:3][CH:4]=2)[CH:12]=[CH:11][CH:10]=1. The catalyst class is: 9.